This data is from Reaction yield outcomes from USPTO patents with 853,638 reactions. The task is: Predict the reaction yield, written as a fraction of the theoretical maximum amount of product (1.0 means a 100% yield; for example, 0.34 means a 34% yield). (1) The reactants are Cl.Cl.[F:3][C:4]1[CH:9]=[CH:8][C:7]([C:10]2[NH:11][CH:12]=[C:13]([C:21]3[CH2:22][CH2:23][NH:24][CH2:25][CH:26]=3)[C:14]=2[C:15]2[CH:20]=[CH:19][N:18]=[CH:17][CH:16]=2)=[CH:6][CH:5]=1.C(=O)([O-])[O-].[Na+].[Na+]. The catalyst is C1(C)C(C)=CC=CC=1.CO.[Pd]. The product is [F:3][C:4]1[CH:5]=[CH:6][C:7]([C:10]2[NH:11][CH:12]=[C:13]([C:21]3[CH:22]=[CH:23][N:24]=[CH:25][CH:26]=3)[C:14]=2[C:15]2[CH:20]=[CH:19][N:18]=[CH:17][CH:16]=2)=[CH:8][CH:9]=1. The yield is 0.530. (2) The reactants are [C:1]([C:3]1[CH:4]=[C:5]([CH:8]=[CH:9][C:10]=1[F:11])[CH:6]=[O:7])#[N:2].[OH:12]P([O-])(O)=O.[K+].Cl([O-])=O.[Na+].O=O.S([O-])([O-])=O.[Na+].[Na+]. The catalyst is CC#N.O.OO. The product is [C:1]([C:3]1[CH:4]=[C:5]([CH:8]=[CH:9][C:10]=1[F:11])[C:6]([OH:12])=[O:7])#[N:2]. The yield is 0.970. (3) The reactants are C(O)(C(F)(F)F)=O.[NH2:8][C:9]1[N:17]=[CH:16][N:15]=[C:14]2[C:10]=1[N:11]=[CH:12][N:13]2[C@H:18]1[C@@H:22]2[O:23]C(C)(C)[O:25][C@@H:21]2[C@@H:20]([CH2:28][N:29]([CH:48]([CH3:50])[CH3:49])[CH2:30][CH2:31][CH2:32][CH2:33][NH:34][C:35]([NH:37][C:38]2[CH:43]=[CH:42][C:41]([C:44]([CH3:47])([CH3:46])[CH3:45])=[CH:40][CH:39]=2)=[O:36])[O:19]1. The catalyst is O. The product is [NH2:8][C:9]1[N:17]=[CH:16][N:15]=[C:14]2[C:10]=1[N:11]=[CH:12][N:13]2[C@@H:18]1[O:19][C@H:20]([CH2:28][N:29]([CH:48]([CH3:49])[CH3:50])[CH2:30][CH2:31][CH2:32][CH2:33][NH:34][C:35]([NH:37][C:38]2[CH:39]=[CH:40][C:41]([C:44]([CH3:47])([CH3:46])[CH3:45])=[CH:42][CH:43]=2)=[O:36])[C@@H:21]([OH:25])[C@H:22]1[OH:23]. The yield is 0.900. (4) The reactants are [F:1][C:2]1[CH:7]=[CH:6][C:5]([C:8]2[N:9]=[C:10]([CH:13]([NH2:20])[CH2:14][CH2:15][CH2:16][CH2:17][CH2:18][CH3:19])[NH:11][CH:12]=2)=[CH:4][CH:3]=1.[C:21]1(=O)[CH2:26][CH2:25][CH2:24][CH2:23][CH2:22]1. No catalyst specified. The product is [F:1][C:2]1[CH:3]=[CH:4][C:5]([C:8]2[N:9]=[C:10]([CH:13]([NH:20][CH:21]3[CH2:26][CH2:25][CH2:24][CH2:23][CH2:22]3)[CH2:14][CH2:15][CH2:16][CH2:17][CH2:18][CH3:19])[NH:11][CH:12]=2)=[CH:6][CH:7]=1. The yield is 0.150. (5) The reactants are [F-].C([N+](CCCC)(CCCC)CCCC)CCC.[CH3:19][N:20]([CH2:22][C:23]1C[C:26]([C:28]2[CH:35]=[CH:34][CH:33]=[CH:32][C:29]=2[CH:30]=[O:31])=[CH:25][CH:24]=1)[CH3:21].[F:36][C:37]([Si](C)(C)C)([F:39])[F:38].Cl.C1C[O:48]CC1. No catalyst specified. The product is [CH3:21][N:20]([CH2:22][C:23]1[O:48][C:26]([C:28]2[CH:35]=[CH:34][CH:33]=[CH:32][C:29]=2[CH:30]([OH:31])[C:37]([F:39])([F:38])[F:36])=[CH:25][CH:24]=1)[CH3:19]. The yield is 0.660. (6) The reactants are Br[C:2]1[CH:7]=[CH:6][C:5]([S:8]([CH:11]2[CH2:15][CH2:14][CH2:13][CH2:12]2)(=[O:10])=[O:9])=[CH:4][CH:3]=1.[CH3:16][C@@H:17]1[CH2:21][CH2:20][CH2:19][N:18]1[CH2:22][CH2:23][C:24]1[CH:29]=[CH:28][C:27](B(O)O)=[CH:26][CH:25]=1. No catalyst specified. The product is [CH:11]1([S:8]([C:5]2[CH:6]=[CH:7][C:2]([C:27]3[CH:26]=[CH:25][C:24]([CH2:23][CH2:22][N:18]4[CH2:19][CH2:20][CH2:21][C@H:17]4[CH3:16])=[CH:29][CH:28]=3)=[CH:3][CH:4]=2)(=[O:10])=[O:9])[CH2:15][CH2:14][CH2:13][CH2:12]1. The yield is 0.400.